From a dataset of Catalyst prediction with 721,799 reactions and 888 catalyst types from USPTO. Predict which catalyst facilitates the given reaction. (1) Reactant: [O:1]=[CH:2][C:3]1[CH:11]=[CH:10][C:8](O)=[C:5]([O:6][CH3:7])[CH:4]=1.N1C=CC=CC=1.[S:18](O[S:18]([C:21]([F:24])([F:23])[F:22])(=[O:20])=[O:19])([C:21]([F:24])([F:23])[F:22])(=[O:20])=[O:19]. Product: [CH3:7][O:6][C:5]1[CH:4]=[C:3]([CH:11]=[CH:10][C:8]=1[S:18]([C:21]([F:24])([F:23])[F:22])(=[O:20])=[O:19])[CH:2]=[O:1]. The catalyst class is: 4. (2) Reactant: [CH:1]([C:4]1[C:9]([CH2:10][NH:11]C(=O)OC(C)(C)C)=[CH:8][N:7]=[CH:6][N:5]=1)([CH3:3])[CH3:2].[ClH:19]. Product: [ClH:19].[ClH:19].[CH:1]([C:4]1[C:9]([CH2:10][NH2:11])=[CH:8][N:7]=[CH:6][N:5]=1)([CH3:3])[CH3:2]. The catalyst class is: 2.